From a dataset of Catalyst prediction with 721,799 reactions and 888 catalyst types from USPTO. Predict which catalyst facilitates the given reaction. Reactant: C([O:5][C:6](=[O:16])[C@@H:7]([CH2:9][C:10]1[CH:15]=[CH:14][CH:13]=[CH:12][CH:11]=1)[NH2:8])(C)(C)C.C(N(CC)CC)C.[F:24][C:25]1[CH:30]=[CH:29][CH:28]=[CH:27][C:26]=1[S:31](Cl)(=[O:33])=[O:32]. Product: [F:24][C:25]1[CH:30]=[CH:29][CH:28]=[CH:27][C:26]=1[S:31]([NH:8][C@H:7]([CH2:9][C:10]1[CH:11]=[CH:12][CH:13]=[CH:14][CH:15]=1)[C:6]([OH:5])=[O:16])(=[O:33])=[O:32]. The catalyst class is: 4.